Regression. Given two drug SMILES strings and cell line genomic features, predict the synergy score measuring deviation from expected non-interaction effect. From a dataset of NCI-60 drug combinations with 297,098 pairs across 59 cell lines. (1) Drug 1: CC1=C(C=C(C=C1)NC(=O)C2=CC=C(C=C2)CN3CCN(CC3)C)NC4=NC=CC(=N4)C5=CN=CC=C5. Drug 2: CC1CCCC2(C(O2)CC(NC(=O)CC(C(C(=O)C(C1O)C)(C)C)O)C(=CC3=CSC(=N3)C)C)C. Cell line: IGROV1. Synergy scores: CSS=31.1, Synergy_ZIP=2.65, Synergy_Bliss=2.50, Synergy_Loewe=-21.7, Synergy_HSA=1.69. (2) Drug 1: C1=CC(=CC=C1CCC2=CNC3=C2C(=O)NC(=N3)N)C(=O)NC(CCC(=O)O)C(=O)O. Drug 2: C1CN(P(=O)(OC1)NCCCl)CCCl. Cell line: U251. Synergy scores: CSS=39.3, Synergy_ZIP=2.37, Synergy_Bliss=3.35, Synergy_Loewe=-27.9, Synergy_HSA=3.96. (3) Drug 1: CC12CCC(CC1=CCC3C2CCC4(C3CC=C4C5=CN=CC=C5)C)O. Drug 2: C1C(C(OC1N2C=NC3=C(N=C(N=C32)Cl)N)CO)O. Cell line: SF-295. Synergy scores: CSS=3.67, Synergy_ZIP=-3.13, Synergy_Bliss=-2.94, Synergy_Loewe=-1.76, Synergy_HSA=-1.89.